Dataset: Catalyst prediction with 721,799 reactions and 888 catalyst types from USPTO. Task: Predict which catalyst facilitates the given reaction. (1) Reactant: [C:1](/[N:3]=[C:4](\SC)/[NH:5][C:6]1[CH:11]=[CH:10][CH:9]=[C:8]([C:12]([F:15])([F:14])[F:13])[N:7]=1)#[N:2].[NH2:18][NH2:19]. Product: [F:14][C:12]([F:13])([F:15])[C:8]1[N:7]=[C:6]([NH:5][C:4]2[N:3]=[C:1]([NH2:2])[NH:19][N:18]=2)[CH:11]=[CH:10][CH:9]=1. The catalyst class is: 8. (2) Reactant: [CH3:1][C:2]1[NH:3][C:4]2[C:9]([C:10]=1[C:11]([O:13][CH3:14])=[O:12])=[CH:8][CH:7]=[CH:6][CH:5]=2.C(=O)([O-])[O-].[Cs+].[Cs+].Br[CH2:22][C:23]1[CH:24]=[N:25][CH:26]=[N:27][CH:28]=1. Product: [CH3:1][C:2]1[N:3]([CH2:22][C:23]2[CH:24]=[N:25][CH:26]=[N:27][CH:28]=2)[C:4]2[C:9]([C:10]=1[C:11]([O:13][CH3:14])=[O:12])=[CH:8][CH:7]=[CH:6][CH:5]=2. The catalyst class is: 9. (3) Product: [Cl:1][C:2]1[NH:10][C:9]2[C:8](=[O:11])[N:7]([CH2:12][CH2:13][CH2:14][CH2:15][C:16](=[NH:32])[NH:17][OH:24])[C:6](=[O:18])[N:5]([CH2:19][CH2:20][CH2:21][CH2:22][CH3:23])[C:4]=2[N:3]=1. The catalyst class is: 14. Reactant: [Cl:1][C:2]1[NH:10][C:9]2[C:8](=[O:11])[N:7]([CH2:12][CH2:13][CH2:14][CH2:15][C:16]#[N:17])[C:6](=[O:18])[N:5]([CH2:19][CH2:20][CH2:21][CH2:22][CH3:23])[C:4]=2[N:3]=1.[OH2:24].C(=O)([O-])[O-].[K+].[K+].Cl.[NH2:32]O. (4) Reactant: [NH2:1][CH2:2][CH:3]1[CH2:8][CH2:7][N:6]([C:9]([O:11][CH2:12][C:13]2[CH:18]=[CH:17][CH:16]=[CH:15][CH:14]=2)=[O:10])[CH2:5][CH2:4]1.[Br:19][C:20]1[CH:21]=[N:22][CH:23]=[CH:24][C:25]=1Br. Product: [CH2:12]([O:11][C:9]([N:6]1[CH2:7][CH2:8][CH:3]([CH2:2][NH:1][C:25]2[CH:24]=[CH:23][N:22]=[CH:21][C:20]=2[Br:19])[CH2:4][CH2:5]1)=[O:10])[C:13]1[CH:14]=[CH:15][CH:16]=[CH:17][CH:18]=1. The catalyst class is: 41. (5) Reactant: [Br:1][CH2:2][C:3]([C:5]1[CH:10]=[CH:9][CH:8]=[CH:7][C:6]=1[Cl:11])=[O:4].[BH4-].[Na+]. Product: [Br:1][CH2:2][CH:3]([C:5]1[CH:10]=[CH:9][CH:8]=[CH:7][C:6]=1[Cl:11])[OH:4]. The catalyst class is: 5. (6) Reactant: [C:1]([O:5][C:6]([N:8]1[CH2:13][CH2:12][C:11]([C:16]2[CH:21]=[CH:20][C:19]([Cl:22])=[CH:18][CH:17]=2)([CH2:14][OH:15])[CH2:10][CH2:9]1)=[O:7])([CH3:4])([CH3:3])[CH3:2].[H-].[Na+].F[C:26]1[CH:35]=[C:34]2[C:29]([C:30](=[O:38])[NH:31][C:32](=[O:37])[N:33]2C)=[CH:28][CH:27]=1.[CH3:39]N(C)C=O. Product: [C:1]([O:5][C:6]([N:8]1[CH2:9][CH2:10][C:11]([C:16]2[CH:21]=[CH:20][C:19]([Cl:22])=[CH:18][CH:17]=2)([CH:14]([O:15][C:26]2[CH:35]=[C:34]3[C:29]([C:30](=[O:38])[NH:31][C:32](=[O:37])[NH:33]3)=[CH:28][CH:27]=2)[CH3:39])[CH2:12][CH2:13]1)=[O:7])([CH3:4])([CH3:2])[CH3:3]. The catalyst class is: 6. (7) Reactant: [CH3:1][O:2][C:3]1[CH:8]=[CH:7][C:6]([S:9][C:10]2[CH:18]=[CH:17][C:13]([C:14](Cl)=[O:15])=[CH:12][C:11]=2[NH:19][C:20]2[C:21]3[CH:29]=[CH:28][CH:27]=[N:26][C:22]=3[N:23]=[CH:24][N:25]=2)=[CH:5][CH:4]=1.[F:30][C:31]([F:40])([F:39])[C:32]1[CH:33]=[C:34]([CH:36]=[CH:37][CH:38]=1)[NH2:35].NC1C=C(O)C(C)=CC=1.C(C1C=CC2C(NC3C=C(C=CC=3SC3C=CC(OC)=CC=3)C(Cl)=O)=NC=NC=2N=1)(C)C. Product: [CH3:1][O:2][C:3]1[CH:8]=[CH:7][C:6]([S:9][C:10]2[CH:18]=[CH:17][C:13]([C:14]([NH:35][C:34]3[CH:36]=[CH:37][CH:38]=[C:32]([C:31]([F:30])([F:39])[F:40])[CH:33]=3)=[O:15])=[CH:12][C:11]=2[NH:19][C:20]2[C:21]3[CH:29]=[CH:28][CH:27]=[N:26][C:22]=3[N:23]=[CH:24][N:25]=2)=[CH:5][CH:4]=1. The catalyst class is: 5. (8) Product: [Cl:45][C:46]([Cl:52])([Cl:51])[C:47]([Cl:50])([Cl:49])[Cl:48].[Br:1][C:2]1[N:7]=[C:6]([C:8]2[O:17][C:16]3[CH:15]=[CH:14][N:13]=[CH:12][C:11]=3[N:10]=2)[C:5]([NH2:18])=[N:4][CH:3]=1. Reactant: [Br:1][C:2]1[N:7]=[C:6]([C:8]([NH:10][C:11]2[CH:12]=[N:13][CH:14]=[CH:15][C:16]=2[OH:17])=O)[C:5]([NH2:18])=[N:4][CH:3]=1.C1(P(C2C=CC=CC=2)C2C=CC=CC=2)C=CC=CC=1.C(N(CC)CC)C.[Cl:45][C:46]([Cl:52])([Cl:51])[C:47]([Cl:50])([Cl:49])[Cl:48]. The catalyst class is: 4. (9) Reactant: [Si:1]([C:8]1[C:13]([F:14])=[C:12]([F:15])[N:11]=[C:10]([C:16]([C:18]2[C:19]([Cl:25])=[N:20][CH:21]=[N:22][C:23]=2Cl)=O)[C:9]=1[F:26])([C:4]([CH3:7])([CH3:6])[CH3:5])([CH3:3])[CH3:2].[NH2:27][NH2:28]. Product: [Si:1]([C:8]1[C:13]([F:14])=[C:12]([F:15])[N:11]=[C:10]([C:16]2[C:18]3[C:23](=[N:22][CH:21]=[N:20][C:19]=3[Cl:25])[NH:28][N:27]=2)[C:9]=1[F:26])([C:4]([CH3:6])([CH3:5])[CH3:7])([CH3:2])[CH3:3]. The catalyst class is: 249. (10) Reactant: C(O[C:6]([C:8]1[N:9]=[C:10]([C:28]#[N:29])[C:11]2[C:16]([C:17]=1[OH:18])=[CH:15][C:14]([O:19][C:20]1[C:25]([CH3:26])=[CH:24][CH:23]=[CH:22][C:21]=1[CH3:27])=[CH:13][CH:12]=2)=[O:7])CCC.[NH2:30][CH2:31][CH2:32][C:33]([OH:35])=[O:34].C[O-].[Na+]. Product: [C:28]([C:10]1[C:11]2[C:16](=[CH:15][C:14]([O:19][C:20]3[C:25]([CH3:26])=[CH:24][CH:23]=[CH:22][C:21]=3[CH3:27])=[CH:13][CH:12]=2)[C:17]([OH:18])=[C:8]([C:6]([NH:30][CH2:31][CH2:32][C:33]([OH:35])=[O:34])=[O:7])[N:9]=1)#[N:29]. The catalyst class is: 141.